Dataset: Full USPTO retrosynthesis dataset with 1.9M reactions from patents (1976-2016). Task: Predict the reactants needed to synthesize the given product. Given the product [C:1]1([S:7]([CH2:10][C:11]2[C:16]([C:17]([O:19][C:11]([CH3:16])([CH3:12])[CH3:10])=[O:18])=[C:15]([O:20][CH2:27][C:28](=[O:29])[NH2:30])[C:14]([C:21]3[CH:25]=[CH:24][O:23][CH:22]=3)=[CH:13][CH:12]=2)(=[O:9])=[O:8])[CH:2]=[CH:3][CH:4]=[CH:5][CH:6]=1, predict the reactants needed to synthesize it. The reactants are: [C:1]1([S:7]([CH2:10][C:11]2[C:16]([C:17]([O-:19])=[O:18])=[C:15]([OH:20])[C:14]([C:21]3[CH:25]=[CH:24][O:23][CH:22]=3)=[CH:13][CH:12]=2)(=[O:9])=[O:8])[CH:6]=[CH:5][CH:4]=[CH:3][CH:2]=1.Br[CH2:27][C:28]([NH2:30])=[O:29].